This data is from Forward reaction prediction with 1.9M reactions from USPTO patents (1976-2016). The task is: Predict the product of the given reaction. (1) Given the reactants [CH3:1][O:2][C:3]1[CH:4]=[C:5]2[C:10](=[CH:11][CH:12]=1)[CH:9]=[C:8](B(O)O)[CH:7]=[CH:6]2.Br[C:17]1[CH:18]=[N:19][CH:20]=[C:21]([O:23][CH2:24][CH2:25][F:26])[CH:22]=1.C([O-])([O-])=O.[Na+].[Na+], predict the reaction product. The product is: [CH3:1][O:2][C:3]1[CH:4]=[C:5]2[C:10](=[CH:11][CH:12]=1)[CH:9]=[C:8]([C:17]1[CH:18]=[N:19][CH:20]=[C:21]([O:23][CH2:24][CH2:25][F:26])[CH:22]=1)[CH:7]=[CH:6]2. (2) The product is: [C:14]([C:38]1[CH:34]=[C:32]([NH:23][C:22]([NH:9][CH2:8][C:7]2[CH:10]=[C:3]([F:2])[CH:4]=[CH:5][C:6]=2[O:11][C:12]2[CH:13]=[C:14]3[C:18](=[CH:19][CH:20]=2)[N:17]([CH3:21])[N:16]=[CH:15]3)=[O:25])[N:28]([C:29]2[CH:30]=[CH:8][C:7]([CH3:10])=[CH:6][CH:31]=2)[N:36]=1)([CH3:18])([CH3:15])[CH3:13]. Given the reactants Cl.[F:2][C:3]1[CH:4]=[CH:5][C:6]([O:11][C:12]2[CH:13]=[C:14]3[C:18](=[CH:19][CH:20]=2)[N:17]([CH3:21])[N:16]=[CH:15]3)=[C:7]([CH:10]=1)[CH2:8][NH2:9].[C:22](=[O:25])([O-])[NH2:23].CC[N:28]([CH:32]([CH3:34])C)[CH:29]([CH3:31])[CH3:30].C[N:36]([CH:38]=O)C, predict the reaction product. (3) Given the reactants [CH3:1][N:2]1[CH:7]=[CH:6][C:5]([C:8]2[N:9]=[C:10]([C@H:13]3[CH2:17][CH2:16][CH2:15][N:14]3C(OC(C)(C)C)=O)[S:11][CH:12]=2)=[CH:4][C:3]1=[O:25].[ClH:26], predict the reaction product. The product is: [ClH:26].[CH3:1][N:2]1[CH:7]=[CH:6][C:5]([C:8]2[N:9]=[C:10]([C@H:13]3[CH2:17][CH2:16][CH2:15][NH:14]3)[S:11][CH:12]=2)=[CH:4][C:3]1=[O:25]. (4) Given the reactants [Cl:1][C:2]1[CH:18]=[CH:17][CH:16]=[C:15]([Cl:19])[C:3]=1[C:4]([NH:6][C:7]1[C:8]([C:12]([OH:14])=O)=[N:9][S:10][CH:11]=1)=[O:5].[CH3:20][N:21]1[CH2:26][CH2:25][CH:24]([NH2:27])[CH2:23][CH2:22]1.C(Cl)CCl.C1C=CC2N(O)N=NC=2C=1, predict the reaction product. The product is: [CH3:20][N:21]1[CH2:26][CH2:25][CH:24]([NH:27][C:12]([C:8]2[C:7]([NH:6][C:4](=[O:5])[C:3]3[C:15]([Cl:19])=[CH:16][CH:17]=[CH:18][C:2]=3[Cl:1])=[CH:11][S:10][N:9]=2)=[O:14])[CH2:23][CH2:22]1. (5) Given the reactants [CH:1]1([NH:4][C:5](=[O:30])[C:6]2[CH:11]=[CH:10][C:9]([CH3:12])=[C:8]([N:13]3[CH:21]=[N:20][C:19]4[C:14]3=[N:15][CH:16]=[N:17][C:18]=4[C:22]3[CH:27]=[CH:26][C:25]([CH2:28]O)=[CH:24][CH:23]=3)[CH:7]=2)[CH2:3][CH2:2]1.C(Br)(Br)(Br)[Br:32].C1(P(C2C=CC=CC=2)C2C=CC=CC=2)C=CC=CC=1, predict the reaction product. The product is: [Br:32][CH2:28][C:25]1[CH:26]=[CH:27][C:22]([C:18]2[N:17]=[CH:16][N:15]=[C:14]3[C:19]=2[N:20]=[CH:21][N:13]3[C:8]2[CH:7]=[C:6]([CH:11]=[CH:10][C:9]=2[CH3:12])[C:5]([NH:4][CH:1]2[CH2:3][CH2:2]2)=[O:30])=[CH:23][CH:24]=1. (6) Given the reactants [CH3:1][O:2][C:3](=[O:16])[CH2:4][CH:5]1[C:9]2[CH:10]=[CH:11][C:12]([OH:15])=[C:13]([CH3:14])[C:8]=2[O:7][CH2:6]1.[F:17][C:18]([F:30])([F:29])[C:19]1[CH:27]=[CH:26][CH:25]=[C:24]2[C:20]=1[CH2:21][CH2:22][C@@H:23]2O.C1(P(C2C=CC=CC=2)C2C=CC=CC=2)C=CC=CC=1.C(OC(N=NC(OC(C)(C)C)=O)=O)(C)(C)C, predict the reaction product. The product is: [CH3:1][O:2][C:3](=[O:16])[CH2:4][CH:5]1[C:9]2[CH:10]=[CH:11][C:12]([O:15][C@H:23]3[C:24]4[C:20](=[C:19]([C:18]([F:17])([F:29])[F:30])[CH:27]=[CH:26][CH:25]=4)[CH2:21][CH2:22]3)=[C:13]([CH3:14])[C:8]=2[O:7][CH2:6]1. (7) The product is: [NH4+:9].[OH-:12].[F:1][C:2]1[CH:3]=[C:4]2[NH:14][CH2:13][C:6]3([CH3:16])[CH:7]=[CH:8][NH:9][C:10]([CH:11]=1)=[C:5]23. Given the reactants [F:1][C:2]1[CH:3]=[C:4]2[NH:14][C:13](=O)[C:6]3([CH3:16])[CH2:7][C:8](=[O:12])[NH:9][C:10]([CH:11]=1)=[C:5]23.CC(C[AlH]CC(C)C)C, predict the reaction product.